This data is from Reaction yield outcomes from USPTO patents with 853,638 reactions. The task is: Predict the reaction yield, written as a fraction of the theoretical maximum amount of product (1.0 means a 100% yield; for example, 0.34 means a 34% yield). The reactants are [F:1][C:2]1[CH:10]=[C:9]2[C:5]([C:6]([CH2:18][OH:19])=[CH:7][N:8]2[C:11]([O:13][C:14]([CH3:17])([CH3:16])[CH3:15])=[O:12])=[CH:4][CH:3]=1.C(N(CC)CC)C.[C:27](Cl)(=[O:29])[CH3:28]. The catalyst is ClCCl. The product is [C:27]([O:19][CH2:18][C:6]1[C:5]2[C:9](=[CH:10][C:2]([F:1])=[CH:3][CH:4]=2)[N:8]([C:11]([O:13][C:14]([CH3:16])([CH3:15])[CH3:17])=[O:12])[CH:7]=1)(=[O:29])[CH3:28]. The yield is 0.867.